From a dataset of Catalyst prediction with 721,799 reactions and 888 catalyst types from USPTO. Predict which catalyst facilitates the given reaction. (1) Reactant: Cl.[NH2:2][C:3]1[CH:24]=[CH:23][C:6]([O:7][C:8]2[CH:13]=[CH:12][N:11]=[C:10]([NH:14][CH2:15][CH2:16][N:17]3[CH2:22][CH2:21][O:20][CH2:19][CH2:18]3)[CH:9]=2)=[C:5]([F:25])[CH:4]=1.NC1N=CN=C(OC2C=CC(NC(NC(=O)CC3C=CC(F)=CC=3)=S)=CC=2F)C=1.CN(C(ON1N=NC2C=CC=CC1=2)=[N+](C)C)C.[B-](F)(F)(F)F.CCN(C(C)C)C(C)C.COC1C=CC(CNC2N=C(OC3C=CC(N[C:108](=[O:120])[CH2:109][C:110]([NH:112][C:113]4[CH:118]=[CH:117][C:116]([F:119])=[CH:115][CH:114]=4)=[O:111])=CC=3F)C=CN=2)=CC=1. Product: [F:25][C:5]1[CH:4]=[C:3]([NH:2][C:108](=[O:120])[CH2:109][C:110]([NH:112][C:113]2[CH:118]=[CH:117][C:116]([F:119])=[CH:115][CH:114]=2)=[O:111])[CH:24]=[CH:23][C:6]=1[O:7][C:8]1[CH:13]=[CH:12][N:11]=[C:10]([NH:14][CH2:15][CH2:16][N:17]2[CH2:22][CH2:21][O:20][CH2:19][CH2:18]2)[CH:9]=1. The catalyst class is: 3. (2) Reactant: [Cl:1][C:2]1[N:3]=[C:4]([C:9]([NH:11][C@H:12]2[CH2:17][CH2:16][N:15]([C:18]3[O:19][C:20]([CH:30]([CH3:32])[CH3:31])=[C:21]([C:23]([O:25]CCCC)=[O:24])[N:22]=3)[CH2:14][C@H:13]2[O:33][CH3:34])=[O:10])[NH:5][C:6]=1[CH2:7][CH3:8].[OH-].[Li+].CO. Product: [Cl:1][C:2]1[N:3]=[C:4]([C:9]([NH:11][C@H:12]2[CH2:17][CH2:16][N:15]([C:18]3[O:19][C:20]([CH:30]([CH3:31])[CH3:32])=[C:21]([C:23]([OH:25])=[O:24])[N:22]=3)[CH2:14][C@H:13]2[O:33][CH3:34])=[O:10])[NH:5][C:6]=1[CH2:7][CH3:8]. The catalyst class is: 1. (3) Reactant: [CH:1]1([N:4]([CH2:37][C:38]2[CH:43]=[CH:42][N:41]=[CH:40][CH:39]=2)[C:5](=[O:36])[CH:6]([CH2:16][C:17]2[CH:22]=[CH:21][C:20]([O:23][CH2:24][CH2:25][O:26][C:27]3[C:32]([Cl:33])=[CH:31][C:30]([CH3:34])=[CH:29][C:28]=3[Cl:35])=[CH:19][CH:18]=2)[CH2:7][NH:8][C:9](=[O:15])[O:10][C:11]([CH3:14])([CH3:13])[CH3:12])[CH2:3][CH2:2]1.ClC1C=C(C=CC=1)C(OO)=[O:49]. Product: [C:11]([O:10][C:9](=[O:15])[NH:8][CH2:7][CH:6]([CH2:16][C:17]1[CH:22]=[CH:21][C:20]([O:23][CH2:24][CH2:25][O:26][C:27]2[C:32]([Cl:33])=[CH:31][C:30]([CH3:34])=[CH:29][C:28]=2[Cl:35])=[CH:19][CH:18]=1)[C:5]([N:4]([CH:1]1[CH2:2][CH2:3]1)[CH2:37][C:38]1[CH:43]=[CH:42][N+:41]([O-:49])=[CH:40][CH:39]=1)=[O:36])([CH3:14])([CH3:13])[CH3:12]. The catalyst class is: 4. (4) Reactant: CN(CCN(C)C)C.C([Li])CCC.[CH2:14]([O:16][C:17]1[CH:22]=[CH:21][CH:20]=[CH:19][CH:18]=1)[CH3:15].[S:23](=[O:25])=[O:24].S(Cl)([Cl:28])=O. Product: [CH2:14]([O:16][C:17]1[CH:22]=[CH:21][CH:20]=[CH:19][C:18]=1[S:23]([Cl:28])(=[O:25])=[O:24])[CH3:15]. The catalyst class is: 581.